Dataset: Serine/threonine kinase 33 screen with 319,792 compounds. Task: Binary Classification. Given a drug SMILES string, predict its activity (active/inactive) in a high-throughput screening assay against a specified biological target. (1) The molecule is Clc1cc([N+]([O-])=O)c(c2oc(/C=N\N3C(=O)C4C5C6C(C6)C(C4C3=O)C=C5)cc2)cc1. The result is 0 (inactive). (2) The drug is O=C1N(C(CC1)C(=O)NC(Cc1ccc(O)cc1)C(OC)=O)C(OCc1ccccc1)=O. The result is 0 (inactive). (3) The drug is O1C2(OCC1)CCN(CC2)C(=O)c1cc(NC(=O)C(=O)c2c(NC(=O)C)cccc2)ccc1. The result is 0 (inactive). (4) The molecule is Clc1ccc(C(=O)CCC(OCC(=O)NCc2ccc(F)cc2)=O)cc1. The result is 0 (inactive). (5) The compound is Brc1ccc(OCCn2c(=O)c3n(C4CCCC4)cnc3n(c2=O)Cc2ccccc2)cc1. The result is 0 (inactive).